This data is from CYP2D6 inhibition data for predicting drug metabolism from PubChem BioAssay. The task is: Regression/Classification. Given a drug SMILES string, predict its absorption, distribution, metabolism, or excretion properties. Task type varies by dataset: regression for continuous measurements (e.g., permeability, clearance, half-life) or binary classification for categorical outcomes (e.g., BBB penetration, CYP inhibition). Dataset: cyp2d6_veith. (1) The drug is CC1(C)C(=O)C(c2ccccc2)=C2CN3C(=O)N(CCc4ccccc4)C(=O)C3(Cc3ccccc3)C=C21. The result is 0 (non-inhibitor). (2) The drug is Cc1ccccc1Nc1c([N+](=O)[O-])cc([N+](=O)[O-])c2cccnc12. The result is 0 (non-inhibitor). (3) The compound is COC(=O)c1ccccc1OCC(=O)N1CCN(c2ccc(Cl)cc2)CC1. The result is 0 (non-inhibitor). (4) The drug is O=S(=O)(O)c1ccc2c(N=Nc3c(O)ccc4ccccc34)cccc2c1. The result is 0 (non-inhibitor).